This data is from Reaction yield outcomes from USPTO patents with 853,638 reactions. The task is: Predict the reaction yield, written as a fraction of the theoretical maximum amount of product (1.0 means a 100% yield; for example, 0.34 means a 34% yield). (1) The reactants are [C:1]([C:3]1[CH:27]=[CH:26][C:6]([O:7][CH2:8][CH2:9][N:10]([CH2:15][CH2:16][N:17]2[CH2:24][CH:23]3[O:25][CH:19]([CH2:20][NH:21][CH2:22]3)[CH2:18]2)[S:11]([CH3:14])(=[O:13])=[O:12])=[CH:5][CH:4]=1)#[N:2].[N:28]1[CH:33]=[CH:32][CH:31]=[C:30]([CH:34]=O)[CH:29]=1.C(O[BH-](OC(=O)C)OC(=O)C)(=O)C.[Na+]. The catalyst is C(Cl)Cl. The product is [C:1]([C:3]1[CH:4]=[CH:5][C:6]([O:7][CH2:8][CH2:9][N:10]([CH2:15][CH2:16][N:17]2[CH2:24][CH:23]3[O:25][CH:19]([CH2:20][N:21]([CH2:34][C:30]4[CH:29]=[N:28][CH:33]=[CH:32][CH:31]=4)[CH2:22]3)[CH2:18]2)[S:11]([CH3:14])(=[O:13])=[O:12])=[CH:26][CH:27]=1)#[N:2]. The yield is 0.680. (2) The reactants are C([O:5][C@H:6]([C@H:8]1[CH2:12][O:11][C:10](=[O:13])[N:9]1[C:14]1[CH:19]=[CH:18][N:17]=[C:16]([NH:20][C@H:21]([C:23]2[S:27][C:26]([C:28]3[CH:33]=[CH:32][C:31]([Cl:34])=[CH:30][CH:29]=3)=[N:25][CH:24]=2)[CH3:22])[N:15]=1)[CH3:7])(C)(C)C.C(O)(C(F)(F)F)=O. The catalyst is C(Cl)Cl. The product is [Cl:34][C:31]1[CH:32]=[CH:33][C:28]([C:26]2[S:27][C:23]([C@@H:21]([NH:20][C:16]3[N:15]=[C:14]([N:9]4[C@@H:8]([C@@H:6]([OH:5])[CH3:7])[CH2:12][O:11][C:10]4=[O:13])[CH:19]=[CH:18][N:17]=3)[CH3:22])=[CH:24][N:25]=2)=[CH:29][CH:30]=1. The yield is 0.840.